From a dataset of Forward reaction prediction with 1.9M reactions from USPTO patents (1976-2016). Predict the product of the given reaction. (1) Given the reactants [S:1]1[C:5]2[CH:6]=[C:7]([CH2:10][OH:11])[CH:8]=[CH:9][C:4]=2[N:3]=[CH:2]1.C(N(CC)C(C)C)(C)C.C(=O)=O.[CH3:24][S:25](Cl)(=[O:27])=[O:26], predict the reaction product. The product is: [CH3:24][S:25]([O:11][CH2:10][C:7]1[CH:8]=[CH:9][C:4]2[N:3]=[CH:2][S:1][C:5]=2[CH:6]=1)(=[O:27])=[O:26]. (2) Given the reactants [O:1]=[C:2]1[C:10]2[C:5](=[CH:6][CH:7]=[CH:8][CH:9]=2)[C:4](=[O:11])[N:3]1[C:12]1[CH:17]=[CH:16][C:15]([CH3:18])=[CH:14][N+:13]=1[O-].P(Br)(Br)([Br:22])=O.C([O-])([O-])=O.[Na+].[Na+], predict the reaction product. The product is: [Br:22][C:14]1[N:13]=[C:12]([N:3]2[C:2](=[O:1])[C:10]3[C:5](=[CH:6][CH:7]=[CH:8][CH:9]=3)[C:4]2=[O:11])[CH:17]=[CH:16][C:15]=1[CH3:18]. (3) Given the reactants [C:1]([C:3]1[CH:23]=[CH:22][C:6]([CH2:7][NH:8][C:9](=[O:21])[CH:10]([C:13]2[C:18]([OH:19])=[CH:17][CH:16]=[CH:15][C:14]=2[F:20])[O:11][CH3:12])=[CH:5][CH:4]=1)#[N:2].C(N(CC)CC)C.[F:31][C:32]([F:45])([F:44])[S:33](O[S:33]([C:32]([F:45])([F:44])[F:31])(=[O:35])=[O:34])(=[O:35])=[O:34], predict the reaction product. The product is: [C:1]([C:3]1[CH:4]=[CH:5][C:6]([CH2:7][NH:8][C:9]([CH:10]([O:11][CH3:12])[C:13]2[C:14]([F:20])=[CH:15][CH:16]=[CH:17][C:18]=2[O:19][S:33]([C:32]([F:45])([F:44])[F:31])(=[O:35])=[O:34])=[O:21])=[CH:22][CH:23]=1)#[N:2]. (4) Given the reactants [CH2:1]([O:3][C:4](=[O:35])[CH2:5][O:6][C:7]1[CH:12]=[CH:11][C:10]([C:13]([CH3:33])([CH3:32])[C:14]([C:16]2[S:17][C:18]([C:22]3[CH:27]=[CH:26][C:25]([C:28]([F:31])([F:30])[F:29])=[CH:24][CH:23]=3)=[CH:19][C:20]=2[CH3:21])=O)=[CH:9][C:8]=1[CH3:34])[CH3:2].FC(F)(F)C(O)=O.C([SiH](CC)CC)C, predict the reaction product. The product is: [CH2:1]([O:3][C:4](=[O:35])[CH2:5][O:6][C:7]1[CH:12]=[CH:11][C:10]([C:13]([CH3:32])([CH3:33])[CH2:14][C:16]2[S:17][C:18]([C:22]3[CH:23]=[CH:24][C:25]([C:28]([F:29])([F:30])[F:31])=[CH:26][CH:27]=3)=[CH:19][C:20]=2[CH3:21])=[CH:9][C:8]=1[CH3:34])[CH3:2]. (5) The product is: [OH:6][C@H:5]([C:7]1[CH:8]=[N:9][CH:10]=[CH:11][CH:12]=1)[CH2:4][NH:3][C:41]([C@H:36]1[CH2:35][CH2:34][C:33]2[C:38](=[CH:39][CH:40]=[C:31]([I:30])[CH:32]=2)[O:37]1)=[O:42]. Given the reactants Cl.Cl.[NH2:3][CH2:4][C@@H:5]([C:7]1[CH:8]=[N:9][CH:10]=[CH:11][CH:12]=1)[OH:6].ON1C2C=CC=CC=2N=N1.C(N(CC)CC)C.[I:30][C:31]1[CH:32]=[C:33]2[C:38](=[CH:39][CH:40]=1)[O:37][C@@H:36]([C:41](O)=[O:42])[CH2:35][CH2:34]2, predict the reaction product. (6) Given the reactants [F:1][C:2]([F:9])([F:8])[C:3](OCC)=O.O.[NH2:11]N.C(O)(=O)C.C(O)(=O)C.[NH2:21][C:22](=[NH:53])[C:23]1[CH:24]=[C:25]2[C:30](=[CH:31][CH:32]=1)[C:29](=[O:33])[N:28]([CH2:34][CH:35]([CH3:37])[CH3:36])[C:27]([CH2:38][NH:39][C:40](=[O:46])[O:41][C:42]([CH3:45])([CH3:44])[CH3:43])=[C:26]2[C:47]1[CH:52]=[CH:51][CH:50]=[CH:49][CH:48]=1.[OH-].[Na+], predict the reaction product. The product is: [CH2:34]([N:28]1[C:27]([CH2:38][NH:39][C:40](=[O:46])[O:41][C:42]([CH3:45])([CH3:44])[CH3:43])=[C:26]([C:47]2[CH:48]=[CH:49][CH:50]=[CH:51][CH:52]=2)[C:25]2[C:30](=[CH:31][CH:32]=[C:23]([C:22]3[N:21]=[C:3]([C:2]([F:9])([F:8])[F:1])[NH:11][N:53]=3)[CH:24]=2)[C:29]1=[O:33])[CH:35]([CH3:36])[CH3:37].